This data is from Full USPTO retrosynthesis dataset with 1.9M reactions from patents (1976-2016). The task is: Predict the reactants needed to synthesize the given product. (1) Given the product [N:11]1([C:2]2[NH:6][C:5]3[CH:7]=[CH:8][CH:9]=[CH:10][C:4]=3[N:3]=2)[CH2:15][CH2:14][CH2:13][CH2:12]1, predict the reactants needed to synthesize it. The reactants are: Cl[C:2]1[NH:6][C:5]2[CH:7]=[CH:8][CH:9]=[CH:10][C:4]=2[N:3]=1.[NH:11]1[CH2:15][CH2:14][CH2:13][CH2:12]1. (2) Given the product [CH2:1]([C:8]1[S:12][C:11]([C:13]2[C:18]([Cl:19])=[CH:17][N:16]=[C:15]([NH:28][CH2:29][CH2:30][N:31]3[C:35]([CH3:36])([CH3:37])[C:34](=[O:38])[NH:33][C:32]3=[O:39])[N:14]=2)=[N:10][N:9]=1)[C:2]1[CH:7]=[CH:6][CH:5]=[CH:4][CH:3]=1, predict the reactants needed to synthesize it. The reactants are: [CH2:1]([C:8]1[S:12][C:11]([C:13]2[C:18]([Cl:19])=[CH:17][N:16]=[C:15](SC)[N:14]=2)=[N:10][N:9]=1)[C:2]1[CH:7]=[CH:6][CH:5]=[CH:4][CH:3]=1.OOS([O-])=O.[K+].[NH2:28][CH2:29][CH2:30][N:31]1[C:35]([CH3:37])([CH3:36])[C:34](=[O:38])[NH:33][C:32]1=[O:39].C(N(C(C)C)CC)(C)C.